The task is: Predict the reaction yield, written as a fraction of the theoretical maximum amount of product (1.0 means a 100% yield; for example, 0.34 means a 34% yield).. This data is from Reaction yield outcomes from USPTO patents with 853,638 reactions. (1) The reactants are [H-].[H-].[H-].[H-].[Li+].[Al+3].[N:7]([CH:10]1[CH2:15][N:14]([S:16]([C:19]2[CH:25]=[CH:24][C:22]([CH3:23])=[CH:21][CH:20]=2)(=[O:18])=[O:17])[CH2:13][C:12]([CH3:27])([CH3:26])[C:11]1=[O:28])=[N+]=[N-]. The catalyst is C1COCC1. The product is [NH2:7][CH:10]1[CH2:15][N:14]([S:16]([C:19]2[CH:25]=[CH:24][C:22]([CH3:23])=[CH:21][CH:20]=2)(=[O:18])=[O:17])[CH2:13][C:12]([CH3:26])([CH3:27])[CH:11]1[OH:28]. The yield is 0.450. (2) The reactants are [NH:1]1[CH:5]=[CH:4][N:3]=[N:2]1.[H-].[Na+].Cl[C:9]1[C:14]([I:15])=[CH:13][N:12]=[CH:11][N:10]=1.[NH4+].[Cl-]. The catalyst is C1COCC1.C(OCC)(=O)C. The product is [I:15][C:14]1[C:9]([N:2]2[N:3]=[CH:4][CH:5]=[N:1]2)=[N:10][CH:11]=[N:12][CH:13]=1. The yield is 0.400. (3) The reactants are [F:1][C:2]1[CH:3]=[C:4]([CH:9]2[C:14](=[O:15])[CH2:13][CH2:12][O:11][CH2:10]2)[CH:5]=[C:6]([F:8])[CH:7]=1.[C:16](Cl)([N:18]=[C:19]=[O:20])=[O:17]. No catalyst specified. The product is [F:1][C:2]1[CH:3]=[C:4]([CH:9]2[C:14]3[O:15][C:19](=[O:20])[NH:18][C:16](=[O:17])[C:13]=3[CH2:12][O:11][CH2:10]2)[CH:5]=[C:6]([F:8])[CH:7]=1. The yield is 0.217. (4) The reactants are [F:1][C:2]1[CH:7]=[CH:6][C:5]([N:8]2[CH2:23][CH2:22][C:11]3[NH:12][C:13]4[CH:14]=[CH:15][C:16]([C:19]([OH:21])=O)=[CH:17][C:18]=4[C:10]=3[CH2:9]2)=[CH:4][CH:3]=1.CN(C(ON1N=NC2C=CC=NC1=2)=[N+](C)C)C.F[P-](F)(F)(F)(F)F.Cl.Cl.[N:50]1[CH:55]=[CH:54][CH:53]=[C:52]([CH2:56][N:57]2[CH2:62][CH2:61][CH:60]([NH2:63])[CH2:59][CH2:58]2)[CH:51]=1.C(N(CC)CC)C.C(=O)(O)[O-].[Na+]. The catalyst is CN(C=O)C. The product is [F:1][C:2]1[CH:7]=[CH:6][C:5]([N:8]2[CH2:23][CH2:22][C:11]3[NH:12][C:13]4[CH:14]=[CH:15][C:16]([C:19]([NH:63][CH:60]5[CH2:59][CH2:58][N:57]([CH2:56][C:52]6[CH:51]=[N:50][CH:55]=[CH:54][CH:53]=6)[CH2:62][CH2:61]5)=[O:21])=[CH:17][C:18]=4[C:10]=3[CH2:9]2)=[CH:4][CH:3]=1. The yield is 0.730. (5) The reactants are [CH3:1][C:2]1([CH3:14])[C:6]([CH3:8])([CH3:7])[O:5][B:4]([C:9]2[CH:10]=[N:11][NH:12][CH:13]=2)[O:3]1.C(=O)([O-])[O-].[K+].[K+].Br[CH2:22][C:23]([O:25][C:26]([CH3:29])([CH3:28])[CH3:27])=[O:24]. The catalyst is CN(C)C(=O)C. The product is [C:26]([O:25][C:23](=[O:24])[CH2:22][N:12]1[CH:13]=[C:9]([B:4]2[O:5][C:6]([CH3:7])([CH3:8])[C:2]([CH3:14])([CH3:1])[O:3]2)[CH:10]=[N:11]1)([CH3:29])([CH3:28])[CH3:27]. The yield is 0.770. (6) The reactants are [Br:1][C:2]1[CH:3]=[C:4]([NH:10][C:11]2[N:16]=[CH:15][C:14]([N:17]3[CH2:22][CH2:21][N:20](C(OC(C)(C)C)=O)[CH2:19][C@@H:18]3[CH2:30][CH3:31])=[CH:13][CH:12]=2)[C:5](=[O:9])[N:6]([CH3:8])[CH:7]=1.Cl.O1CCOCC1. The product is [Br:1][C:2]1[CH:3]=[C:4]([NH:10][C:11]2[CH:12]=[CH:13][C:14]([N:17]3[CH2:22][CH2:21][NH:20][CH2:19][C@@H:18]3[CH2:30][CH3:31])=[CH:15][N:16]=2)[C:5](=[O:9])[N:6]([CH3:8])[CH:7]=1. The yield is 0.660. The catalyst is ClCCl. (7) No catalyst specified. The yield is 0.590. The reactants are Br[C:2]1[C:10]2[O:9][CH:8]([CH2:11][O:12][S:13]([C:16]3[CH:21]=[CH:20][C:19]([CH3:22])=[CH:18][CH:17]=3)(=[O:15])=[O:14])[O:7][C:6]=2[CH:5]=[C:4]([Cl:23])[CH:3]=1.[CH3:24][O:25][C:26]1[CH:31]=[CH:30][C:29]([O:32][CH3:33])=[CH:28][C:27]=1B(O)O. The product is [CH3:24][O:25][C:26]1[CH:31]=[CH:30][C:29]([O:32][CH3:33])=[CH:28][C:27]=1[C:2]1[C:10]2[O:9][CH:8]([CH2:11][O:12][S:13]([C:16]3[CH:21]=[CH:20][C:19]([CH3:22])=[CH:18][CH:17]=3)(=[O:15])=[O:14])[O:7][C:6]=2[CH:5]=[C:4]([Cl:23])[CH:3]=1. (8) The product is [NH2:16][C:9]1[C:8]2=[C:7]([C:17]3[CH:18]=[CH:19][C:20]([NH:23][C:38]([NH:39][C:40]4[CH:45]=[C:44]([C:46]([F:48])([F:47])[F:49])[CH:43]=[CH:42][N:41]=4)=[O:37])=[CH:21][CH:22]=3)[C:6]([C:4]([O:3][CH2:1][CH3:2])=[O:5])=[C:14]([Br:15])[N:13]2[N:12]=[CH:11][N:10]=1. The yield is 0.890. The catalyst is C1COCC1. The reactants are [CH2:1]([O:3][C:4]([C:6]1[C:7]([C:17]2[CH:22]=[CH:21][C:20]([NH2:23])=[CH:19][CH:18]=2)=[C:8]2[N:13]([C:14]=1[Br:15])[N:12]=[CH:11][N:10]=[C:9]2[NH2:16])=[O:5])[CH3:2].C(N(CC)CC)C.C1([O:37][C:38](=O)[NH:39][C:40]2[CH:45]=[C:44]([C:46]([F:49])([F:48])[F:47])[CH:43]=[CH:42][N:41]=2)C=CC=CC=1. (9) The reactants are [CH2:1]([O:8][C:9]1[CH:16]=[C:15]([O:17][CH3:18])[CH:14]=[C:13]([OH:19])[C:10]=1[CH:11]=O)[C:2]1[CH:7]=[CH:6][CH:5]=[CH:4][CH:3]=1.C(=O)([O-])[O-].[Cs+].[Cs+].Cl[CH2:27][C:28](=[O:30])[CH3:29].O1C2C=CC=CC=2C=C1. The catalyst is CN(C)C=O.O1CCCC1.C(OCC)(=O)C.O.C1(C)C=CC(S(O)(=O)=O)=CC=1. The product is [CH2:1]([O:8][C:9]1[C:10]2[CH:11]=[C:27]([C:28](=[O:30])[CH3:29])[O:19][C:13]=2[CH:14]=[C:15]([O:17][CH3:18])[CH:16]=1)[C:2]1[CH:7]=[CH:6][CH:5]=[CH:4][CH:3]=1. The yield is 0.880. (10) The reactants are [CH2:1]([O:3][C:4](=[O:20])[CH:5]([CH2:9][N:10]1[C:14]2=[N:15][CH:16]=[CH:17][CH:18]=[C:13]2[NH:12][C:11]1=[O:19])[CH2:6][CH2:7][CH3:8])[CH3:2].[I-].[CH3:22][N:23]1[C:31]2[C:26](=[C:27]([CH3:32])[CH:28]=[CH:29][CH:30]=2)[C:25]([CH2:33][N+](C)(C)C)=[CH:24]1.C([O-])([O-])=O.[K+].[K+].O. The catalyst is CN(C=O)C.CCOC(C)=O. The product is [CH2:1]([O:3][C:4](=[O:20])[CH:5]([CH2:9][N:10]1[C:14]2=[N:15][CH:16]=[CH:17][CH:18]=[C:13]2[N:12]([CH2:33][C:25]2[C:26]3[C:31](=[CH:30][CH:29]=[CH:28][C:27]=3[CH3:32])[N:23]([CH3:22])[CH:24]=2)[C:11]1=[O:19])[CH2:6][CH2:7][CH3:8])[CH3:2]. The yield is 1.08.